From a dataset of Catalyst prediction with 721,799 reactions and 888 catalyst types from USPTO. Predict which catalyst facilitates the given reaction. Reactant: C(OC(=O)[NH:10][CH:11]1[CH2:16][CH2:15][CH:14]([C:17]2[NH:18][C:19]([C:31]3[CH:36]=[CH:35][CH:34]=[C:33]([CH3:37])[N:32]=3)=[C:20]([C:22]3[CH:30]=[CH:29][C:25]4[O:26][CH2:27][O:28][C:24]=4[CH:23]=3)[N:21]=2)[CH2:13][CH2:12]1)C1C=CC=CC=1. Product: [O:26]1[C:25]2[CH:29]=[CH:30][C:22]([C:20]3[N:21]=[C:17]([CH:14]4[CH2:15][CH2:16][CH:11]([NH2:10])[CH2:12][CH2:13]4)[NH:18][C:19]=3[C:31]3[CH:36]=[CH:35][CH:34]=[C:33]([CH3:37])[N:32]=3)=[CH:23][C:24]=2[O:28][CH2:27]1. The catalyst class is: 43.